From a dataset of CYP2C9 inhibition data for predicting drug metabolism from PubChem BioAssay. Regression/Classification. Given a drug SMILES string, predict its absorption, distribution, metabolism, or excretion properties. Task type varies by dataset: regression for continuous measurements (e.g., permeability, clearance, half-life) or binary classification for categorical outcomes (e.g., BBB penetration, CYP inhibition). Dataset: cyp2c9_veith. (1) The compound is Cc1ccc(-c2ccc(/C=N/NC(=S)Nc3ccccc3)o2)cc1[N+](=O)[O-]. The result is 1 (inhibitor). (2) The drug is Cc1ccc(C)c(-c2cc(C(=O)NCc3cccs3)c3ccccc3n2)c1. The result is 1 (inhibitor).